Dataset: Catalyst prediction with 721,799 reactions and 888 catalyst types from USPTO. Task: Predict which catalyst facilitates the given reaction. (1) Reactant: [O:1]=[C:2]1[NH:6][N:5]=[C:4]([CH2:7][C:8]2[CH:13]=[CH:12][C:11]([NH:14][S:15]([CH3:18])(=[O:17])=[O:16])=[CH:10][CH:9]=2)[CH2:3]1.[N+:19]1([O-])[C:28]2[C:23](=[CH:24][CH:25]=[CH:26][CH:27]=2)[CH:22]=[CH:21][CH:20]=1.CS(NC1C=CC(CC(O)=O)=CC=1)(=O)=O.CC1(C)OC(=O)CC(=O)O1. The catalyst class is: 152. Product: [O:1]=[C:2]1[NH:6][N:5]=[C:4]([CH2:7][C:8]2[CH:9]=[CH:10][C:11]([NH:14][S:15]([CH3:18])(=[O:17])=[O:16])=[CH:12][CH:13]=2)/[C:3]/1=[C:20]1/[NH:19][C:28]2[C:23]([CH:22]=[CH:21]/1)=[CH:24][CH:25]=[CH:26][CH:27]=2. (2) Reactant: [CH3:1][O:2][CH:3]([O:9][CH3:10])[CH2:4][C:5]1([OH:8])[CH2:7][CH2:6]1.N1C=CC=CC=1.[C:17](OC(=O)C)(=[O:19])[CH3:18]. Product: [C:17]([O:8][C:5]1([CH2:4][CH:3]([O:9][CH3:10])[O:2][CH3:1])[CH2:7][CH2:6]1)(=[O:19])[CH3:18]. The catalyst class is: 64. (3) Reactant: [C:1]([O:4][CH:5]([C:12]1[CH:17]=[CH:16][C:15]([NH:18][C:19]([CH:21]2[O:25][N:24]=[C:23]([C:26]3[CH:27]=[N:28][CH:29]=[CH:30][CH:31]=3)[CH2:22]2)=[O:20])=[CH:14][CH:13]=1)[C:6]1[CH:11]=[CH:10][CH:9]=[CH:8][CH:7]=1)(=[O:3])[CH3:2]. Product: [C:1]([O:4][C@H:5]([C:12]1[CH:13]=[CH:14][C:15]([NH:18][C:19]([CH:21]2[O:25][N:24]=[C:23]([C:26]3[CH:27]=[N:28][CH:29]=[CH:30][CH:31]=3)[CH2:22]2)=[O:20])=[CH:16][CH:17]=1)[C:6]1[CH:7]=[CH:8][CH:9]=[CH:10][CH:11]=1)(=[O:3])[CH3:2]. The catalyst class is: 5.